Dataset: Forward reaction prediction with 1.9M reactions from USPTO patents (1976-2016). Task: Predict the product of the given reaction. (1) The product is: [CH3:27][O:26][C:24](=[O:25])[CH2:23][C:18]12[CH2:21][CH2:22][C:15]([C:12]3[CH:11]=[CH:10][C:9]([C:30]4[CH:31]=[CH:32][C:33]([NH2:36])=[CH:34][N:35]=4)=[CH:14][CH:13]=3)([CH2:20][CH2:19]1)[CH2:16][O:17]2. Given the reactants CC1(C)C(C)(C)OB([C:9]2[CH:14]=[CH:13][C:12]([C:15]34[CH2:22][CH2:21][C:18]([CH2:23][C:24]([O:26][CH3:27])=[O:25])([CH2:19][CH2:20]3)[O:17][CH2:16]4)=[CH:11][CH:10]=2)O1.Br[C:30]1[N:35]=[CH:34][C:33]([NH2:36])=[CH:32][CH:31]=1.C(=O)([O-])[O-].[Na+].[Na+], predict the reaction product. (2) Given the reactants [NH2:1][C:2]1[CH:3]=[C:4]([CH:24]=[CH:25][CH:26]=1)[CH2:5][S:6]([NH:9][C:10]1[CH:11]=[C:12]([NH:16][C:17](=[O:23])[O:18][C:19]([CH3:22])([CH3:21])[CH3:20])[CH:13]=[CH:14][CH:15]=1)(=[O:8])=[O:7].[Cl:27][C:28]1[N:33]=[C:32](Cl)[C:31]([Cl:35])=[CH:30][N:29]=1.C(=O)([O-])[O-].[K+].[K+], predict the reaction product. The product is: [Cl:27][C:28]1[N:33]=[C:32]([NH:1][C:2]2[CH:3]=[C:4]([CH:24]=[CH:25][CH:26]=2)[CH2:5][S:6]([NH:9][C:10]2[CH:11]=[C:12]([NH:16][C:17](=[O:23])[O:18][C:19]([CH3:22])([CH3:21])[CH3:20])[CH:13]=[CH:14][CH:15]=2)(=[O:8])=[O:7])[C:31]([Cl:35])=[CH:30][N:29]=1. (3) Given the reactants [Br:1][C:2]1[C:7]([CH3:8])=[CH:6][C:5]([N+:9]([O-])=O)=[CH:4][C:3]=1[CH2:12][C:13]([O:15][CH3:16])=[O:14].C(O)(=O)C, predict the reaction product. The product is: [Br:1][C:2]1[C:7]([CH3:8])=[CH:6][C:5]([NH2:9])=[CH:4][C:3]=1[CH2:12][C:13]([O:15][CH3:16])=[O:14]. (4) Given the reactants [CH2:1]([O:3][C:4]([CH:6]1[CH2:11][CH:10]([C:12]([O:14]CC)=[O:13])[CH2:9][N:8]([C:17]([O:19][C:20]([CH3:23])([CH3:22])[CH3:21])=[O:18])[CH2:7]1)=[O:5])[CH3:2].Cl, predict the reaction product. The product is: [CH2:1]([O:3][C:4]([CH:6]1[CH2:11][CH:10]([C:12]([OH:14])=[O:13])[CH2:9][N:8]([C:17]([O:19][C:20]([CH3:21])([CH3:23])[CH3:22])=[O:18])[CH2:7]1)=[O:5])[CH3:2]. (5) Given the reactants [CH2:1]([C:3]1[N:4]=[C:5]([CH:10](OC)[O:11]C)[NH:6][C:7]=1[CH2:8][CH3:9])[CH3:2], predict the reaction product. The product is: [CH2:8]([C:7]1[N:6]=[C:5]([CH:10]=[O:11])[NH:4][C:3]=1[CH2:1][CH3:2])[CH3:9]. (6) Given the reactants C[N:2](C(ON1N=NC2C=CC=NC1=2)=[N+](C)C)C.F[P-](F)(F)(F)(F)F.[NH2:25][CH2:26][C:27]1[C:28]([F:44])=[C:29]([O:34][C:35]2[CH:36]=[C:37]([CH:40]=[C:41]([Cl:43])[CH:42]=2)[C:38]#[N:39])[C:30]([Cl:33])=[CH:31][CH:32]=1.C(NC1C=[C:51]2[C:55](=[CH:56][CH:57]=1)[NH:54][C:53]([C:58]([OH:60])=O)=[CH:52]2)(=O)C.C(N(C(C)C)CC)(C)C, predict the reaction product. The product is: [Cl:33][C:30]1[CH:31]=[CH:32][C:27]([CH2:26][NH:25][C:58]([C:53]2[NH:54][C:55]([CH2:56][CH3:57])=[N:2][C:52]=2[CH3:51])=[O:60])=[C:28]([F:44])[C:29]=1[O:34][C:35]1[CH:36]=[C:37]([C:38]#[N:39])[CH:40]=[C:41]([Cl:43])[CH:42]=1. (7) Given the reactants [H-].[Na+].[CH3:3][O:4][C:5](=[O:19])[CH2:6][N:7]1[C:15]2[C:10](=[C:11]([Cl:16])[CH:12]=[CH:13][CH:14]=2)[C:9](=[O:17])[C:8]1=[O:18].COC(=O)C(Br)[CH2:24][CH:25]1[CH2:29][CH2:28][CH2:27][CH2:26]1, predict the reaction product. The product is: [CH3:3][O:4][C:5](=[O:19])[CH:6]([N:7]1[C:15]2[C:10](=[C:11]([Cl:16])[CH:12]=[CH:13][CH:14]=2)[C:9](=[O:17])[C:8]1=[O:18])[CH2:24][CH:25]1[CH2:29][CH2:28][CH2:27][CH2:26]1.